Dataset: Reaction yield outcomes from USPTO patents with 853,638 reactions. Task: Predict the reaction yield, written as a fraction of the theoretical maximum amount of product (1.0 means a 100% yield; for example, 0.34 means a 34% yield). (1) The reactants are C([O:3][C:4]([C:6]1[CH:10]=[C:9]([C:11]2[CH:16]=[C:15]([Cl:17])[CH:14]=[CH:13][C:12]=2[F:18])[O:8][N:7]=1)=O)C.[H-].C([Al+]CC(C)C)C(C)C. The catalyst is ClCCl. The product is [Cl:17][C:15]1[CH:14]=[CH:13][C:12]([F:18])=[C:11]([C:9]2[O:8][N:7]=[C:6]([CH:4]=[O:3])[CH:10]=2)[CH:16]=1. The yield is 0.840. (2) The reactants are [CH:1]([O:4][C:5]1[C:13]([OH:14])=[CH:12][CH:11]=[C:10]2[C:6]=1[CH:7]=[N:8][NH:9]2)([CH3:3])[CH3:2].O[C@H:16]1[CH2:21][CH2:20][CH2:19][C@H:18]([N:22]2C(=O)C3C(=CC=CC=3)C2=O)[CH2:17]1.Cl.C(OC1C(O[C@@H]2CCC[C@H](N)C2)=CC=C2C=1C=NN2)CC.C(C=P(CCCC)(CCCC)CCCC)#N. The catalyst is C1(C)C=CC=CC=1. The product is [CH:1]([O:4][C:5]1[C:13]([O:14][C@@H:16]2[CH2:21][CH2:20][CH2:19][C@H:18]([NH2:22])[CH2:17]2)=[CH:12][CH:11]=[C:10]2[C:6]=1[CH:7]=[N:8][NH:9]2)([CH3:3])[CH3:2]. The yield is 0.600. (3) The yield is 0.710. The reactants are [C:1]([C:4]1[C:33](=[O:34])[C@@:8]2([CH3:35])[C:9]3[C:15]([OH:16])=[CH:14][C:13]([O:17][CH3:18])=[C:12]([C:19]([NH:21][CH2:22][C:23]4[C:28]([CH3:29])=[CH:27][C:26]([OH:30])=[C:25]([CH3:31])[C:24]=4[CH3:32])=[O:20])[C:10]=3[O:11][C:7]2=[CH:6][C:5]=1[OH:36])(=[O:3])[CH3:2].C(=O)([O-])[O-].[K+].[K+].[Cl:43][C:44]1[CH:51]=[C:50]([Cl:52])[CH:49]=[CH:48][C:45]=1[CH2:46]Cl.Cl. The product is [C:1]([C:4]1[C:33](=[O:34])[C@@:8]2([CH3:35])[C:9]3[C:15]([OH:16])=[CH:14][C:13]([O:17][CH3:18])=[C:12]([C:19]([NH:21][CH2:22][C:23]4[C:28]([CH3:29])=[CH:27][C:26]([O:30][CH2:46][C:45]5[CH:48]=[CH:49][C:50]([Cl:52])=[CH:51][C:44]=5[Cl:43])=[C:25]([CH3:31])[C:24]=4[CH3:32])=[O:20])[C:10]=3[O:11][C:7]2=[CH:6][C:5]=1[OH:36])(=[O:3])[CH3:2]. The catalyst is CN(C)C=O. (4) The reactants are [C:1]([C:4]1[C:32](=[O:33])[C@@:8]2([CH3:34])[C:9]3[C:15]([O:16][CH2:17][CH2:18][CH3:19])=[CH:14][C:13]([O:20][CH3:21])=[C:12]([C:22]([O:24]CC4C=CC=CC=4)=[O:23])[C:10]=3[O:11][C:7]2=[CH:6][C:5]=1[OH:35])(=[O:3])[CH3:2].[H][H]. The catalyst is C(OCC)(=O)C.[Pd]. The product is [C:1]([C:4]1[C:32](=[O:33])[C@@:8]2([CH3:34])[C:9]3[C:15]([O:16][CH2:17][CH2:18][CH3:19])=[CH:14][C:13]([O:20][CH3:21])=[C:12]([C:22]([OH:24])=[O:23])[C:10]=3[O:11][C:7]2=[CH:6][C:5]=1[OH:35])(=[O:3])[CH3:2]. The yield is 0.980. (5) The reactants are [NH2:1][C:2]1[CH:11]=[C:10]([Cl:12])[C:9]([C:13]([F:16])([F:15])[F:14])=[CH:8][C:3]=1[C:4]([O:6]C)=[O:5].O[Li].O.Cl. The catalyst is C1COCC1.O. The product is [NH2:1][C:2]1[CH:11]=[C:10]([Cl:12])[C:9]([C:13]([F:16])([F:14])[F:15])=[CH:8][C:3]=1[C:4]([OH:6])=[O:5]. The yield is 0.820.